From a dataset of Forward reaction prediction with 1.9M reactions from USPTO patents (1976-2016). Predict the product of the given reaction. Given the reactants [CH3:1][NH:2][C:3]1[C:4]2[CH:5]=[CH:6][C:7]([NH:13][CH2:14][C:15]3[O:16][C:17]([CH3:20])=[CH:18][CH:19]=3)=[N:8][C:9]=2[CH:10]=[CH:11][CH:12]=1.[F:21][C:22]1[CH:27]=[CH:26][C:25]([S:28](Cl)(=[O:30])=[O:29])=[CH:24][CH:23]=1, predict the reaction product. The product is: [F:21][C:22]1[CH:27]=[CH:26][C:25]([S:28]([N:2]([CH3:1])[C:3]2[CH:12]=[CH:11][CH:10]=[C:9]3[C:4]=2[CH:5]=[CH:6][C:7]([NH:13][CH2:14][C:15]2[O:16][C:17]([CH3:20])=[CH:18][CH:19]=2)=[N:8]3)(=[O:30])=[O:29])=[CH:24][CH:23]=1.